This data is from Forward reaction prediction with 1.9M reactions from USPTO patents (1976-2016). The task is: Predict the product of the given reaction. (1) Given the reactants [F:1][C@@H:2]1[C@H:8]([NH:9]C(=O)OC(C)(C)C)[CH2:7][CH2:6][C@@H:5]([C:17]2[N:21]([CH3:22])[N:20]=[CH:19][C:18]=2[N+:23]([O-])=O)[O:4][CH2:3]1.[F:26][C:27]1[CH:32]=[C:31]([O:33][CH:34]2[CH2:39][CH2:38][O:37][CH2:36][CH2:35]2)[CH:30]=[C:29]([F:40])[C:28]=1[C:41]1[N:46]=[C:45]([C:47](O)=[O:48])[CH:44]=[CH:43][C:42]=1[F:50], predict the reaction product. The product is: [NH2:9][C@H:8]1[C@@H:2]([F:1])[CH2:3][O:4][C@H:5]([C:17]2[N:21]([CH3:22])[N:20]=[CH:19][C:18]=2[NH:23][C:47](=[O:48])[C:45]2[CH:44]=[CH:43][C:42]([F:50])=[C:41]([C:28]3[C:29]([F:40])=[CH:30][C:31]([O:33][CH:34]4[CH2:35][CH2:36][O:37][CH2:38][CH2:39]4)=[CH:32][C:27]=3[F:26])[N:46]=2)[CH2:6][CH2:7]1. (2) Given the reactants [O:1]=[C:2]1[C:6]2([CH2:11][CH2:10][N:9]([C:12]([O:14][CH2:15][C:16]3[CH:21]=[CH:20][CH:19]=[CH:18][CH:17]=3)=[O:13])[CH2:8][CH2:7]2)[N:5]([C:22]2[CH:27]=[CH:26][CH:25]=[CH:24][CH:23]=2)[CH2:4][NH:3]1.F[C:29]1[CH:38]=[CH:37][C:32]([C:33]([O:35][CH3:36])=[O:34])=[CH:31][CH:30]=1.C(=O)([O-])[O-].[K+].[K+], predict the reaction product. The product is: [CH3:36][O:35][C:33]([C:32]1[CH:37]=[CH:38][C:29]([N:3]2[C:2](=[O:1])[C:6]3([CH2:7][CH2:8][N:9]([C:12]([O:14][CH2:15][C:16]4[CH:17]=[CH:18][CH:19]=[CH:20][CH:21]=4)=[O:13])[CH2:10][CH2:11]3)[N:5]([C:22]3[CH:27]=[CH:26][CH:25]=[CH:24][CH:23]=3)[CH2:4]2)=[CH:30][CH:31]=1)=[O:34]. (3) Given the reactants [Cl:1][C:2]1[CH:3]=[C:4]([NH:8][C@@H:9]([CH3:12])[CH2:10][OH:11])[CH:5]=[CH:6][CH:7]=1.N1C=CN=C1.[C:18]([Si:22](Cl)([CH3:24])[CH3:23])([CH3:21])([CH3:20])[CH3:19].O, predict the reaction product. The product is: [Si:22]([O:11][CH2:10][C@@H:9]([NH:8][C:4]1[CH:5]=[CH:6][CH:7]=[C:2]([Cl:1])[CH:3]=1)[CH3:12])([C:18]([CH3:21])([CH3:20])[CH3:19])([CH3:24])[CH3:23]. (4) Given the reactants [CH:1]([C@@H:3]([N:13]([CH3:21])[C:14](=[O:20])[O:15][C:16]([CH3:19])([CH3:18])[CH3:17])[C:4]([CH3:12])([C:6]1[CH:11]=[CH:10][CH:9]=[CH:8][CH:7]=1)[CH3:5])=O.[CH2:22]([O:24][C:25](=[O:45])[C:26]([CH3:44])=[C:27](CC)[CH:28]([N:32]([C:34](=[O:41])[CH:35]([NH2:40])[C:36]([CH3:39])([CH3:38])[CH3:37])[CH3:33])[CH:29]([CH3:31])[CH3:30])[CH3:23].C([BH3-])#N.[Na+], predict the reaction product. The product is: [C:16]([O:15][C:14]([N:13]([CH3:21])[C@@H:3]([C:4]([CH3:12])([C:6]1[CH:11]=[CH:10][CH:9]=[CH:8][CH:7]=1)[CH3:5])[CH2:1][NH:40][C@H:35]([C:34]([N:32]([CH3:33])[C@@H:28]([CH:29]([CH3:31])[CH3:30])/[CH:27]=[C:26](\[CH3:44])/[C:25]([O:24][CH2:22][CH3:23])=[O:45])=[O:41])[C:36]([CH3:39])([CH3:38])[CH3:37])=[O:20])([CH3:19])([CH3:18])[CH3:17]. (5) Given the reactants Br.[Br:2][C:3]1[CH:4]=[C:5]2[C:9](=[CH:10][CH:11]=1)[CH2:8][CH:7]([NH2:12])[CH2:6]2.C1C2C(=CC=CC=2)CC1N[S:23]([CH:26]([CH3:28])[CH3:27])(=[O:25])=[O:24], predict the reaction product. The product is: [Br:2][C:3]1[CH:4]=[C:5]2[C:9](=[CH:10][CH:11]=1)[CH2:8][CH:7]([NH:12][S:23]([CH:26]([CH3:28])[CH3:27])(=[O:25])=[O:24])[CH2:6]2. (6) Given the reactants [CH3:1][N:2]([CH3:19])[C:3]1[CH:4]=[C:5]([OH:18])[C:6](=[CH:16][CH:17]=1)[CH:7]=[N:8][C@@H:9]1[CH2:14][CH2:13][CH2:12][CH2:11][C@H:10]1[NH2:15].[OH:20][C:21]1[CH:28]=[C:27]([OH:29])[CH:26]=[CH:25][C:22]=1[CH:23]=O, predict the reaction product. The product is: [CH3:1][N:2]([CH3:19])[C:3]1[CH:4]=[C:5]([OH:18])[C:6](=[CH:16][CH:17]=1)[CH:7]=[N:8][C@@H:9]1[CH2:14][CH2:13][CH2:12][CH2:11][C@H:10]1[N:15]=[CH:23][C:22]1[C:21](=[CH:28][C:27]([OH:29])=[CH:26][CH:25]=1)[OH:20]. (7) Given the reactants [C@H:1]1([NH2:10])[C:9]2[C:4](=[CH:5][CH:6]=[CH:7][CH:8]=2)[CH2:3][CH2:2]1.C1C2C(CO[C:26]([N:28]3[CH2:32][C@@H:31]([C:33]4[CH:38]=[CH:37][CH:36]=[CH:35][CH:34]=4)[CH2:30][C@H:29]3[C:39]([OH:41])=O)=[O:27])C3C(=CC=CC=3)C=2C=CC=1.C1C=C2C(CO[C:57]([NH:59][C@H:60](C(O)=O)[CH2:61][C:62]3[CH:67]=[C:66]([C:68]#[N:69])[CH:65]=[CH:64][CH:63]=3)=[O:58])C3C(C2=CC=1)=CC=CC=3.C1C2C(COC([NH:90][C@@H:91](C)[C:92](O)=O)=O)C3C(=CC=CC=3)C=2C=CC=1, predict the reaction product. The product is: [NH2:90][C@@H:91]([CH3:92])[C:57]([NH:59][C@@H:60]([CH2:61][C:62]1[CH:63]=[CH:64][CH:65]=[C:66]([C:68]#[N:69])[CH:67]=1)[C:26]([N:28]1[CH2:32][C@@H:31]([C:33]2[CH:34]=[CH:35][CH:36]=[CH:37][CH:38]=2)[CH2:30][C@H:29]1[C:39]([NH:10][C@H:1]1[C:9]2[C:4](=[CH:5][CH:6]=[CH:7][CH:8]=2)[CH2:3][CH2:2]1)=[O:41])=[O:27])=[O:58]. (8) Given the reactants [I:1][C:2]1[CH:13]=[CH:12][C:5]2[C:6]([CH2:9][CH2:10][NH2:11])=[CH:7][O:8][C:4]=2[CH:3]=1.CO.[CH3:16][C:17]([CH3:19])=O, predict the reaction product. The product is: [I:1][C:2]1[CH:13]=[CH:12][C:5]2[C:6]3[CH2:9][CH2:10][NH:11][C:17]([CH3:19])([CH3:16])[C:7]=3[O:8][C:4]=2[CH:3]=1. (9) Given the reactants CS(O)(=O)=O.[NH2:6][CH2:7][C:8]1[CH:9]=[C:10]2[C:14](=[CH:15][CH:16]=1)[C:13](=[O:17])[N:12]([CH:18]1[CH2:23][CH2:22][C:21](=[O:24])[NH:20][C:19]1=[O:25])[CH2:11]2.CN(C(ON1N=NC2C=CC=NC1=2)=[N+](C)C)C.F[P-](F)(F)(F)(F)F.[Cl:50][C:51]1[CH:52]=[C:53]([C:57]([F:62])([F:61])[C:58](O)=[O:59])[CH:54]=[CH:55][CH:56]=1.C(N(C(C)C)C(C)C)C, predict the reaction product. The product is: [Cl:50][C:51]1[CH:52]=[C:53]([C:57]([F:61])([F:62])[C:58]([NH:6][CH2:7][C:8]2[CH:9]=[C:10]3[C:14](=[CH:15][CH:16]=2)[C:13](=[O:17])[N:12]([CH:18]2[CH2:23][CH2:22][C:21](=[O:24])[NH:20][C:19]2=[O:25])[CH2:11]3)=[O:59])[CH:54]=[CH:55][CH:56]=1.